This data is from Forward reaction prediction with 1.9M reactions from USPTO patents (1976-2016). The task is: Predict the product of the given reaction. (1) Given the reactants C(N(CC)C(C)C)(C)C.CN(C(ON1N=NC2C=CC=NC1=2)=[N+](C)C)C.F[P-](F)(F)(F)(F)F.[Cl:34][C:35]1[CH:40]=[CH:39][C:38]([C:41]2([NH:44][C:45]3[N:50]=[C:49]([O:51][CH2:52][C:53]([F:56])([F:55])[F:54])[N:48]=[C:47]([NH:57][C:58]4[CH:66]=[CH:65][C:61]([C:62](O)=[O:63])=[CH:60][CH:59]=4)[N:46]=3)[CH2:43][CH2:42]2)=[CH:37][CH:36]=1.[NH2:67][CH2:68][CH2:69][C@@H:70]([NH:74][C:75]([O:77][C:78]([CH3:81])([CH3:80])[CH3:79])=[O:76])[C:71]([OH:73])=[O:72], predict the reaction product. The product is: [C:78]([O:77][C:75]([NH:74][C@H:70]([CH2:69][CH2:68][NH:67][C:62](=[O:63])[C:61]1[CH:60]=[CH:59][C:58]([NH:57][C:47]2[N:46]=[C:45]([NH:44][C:41]3([C:38]4[CH:39]=[CH:40][C:35]([Cl:34])=[CH:36][CH:37]=4)[CH2:43][CH2:42]3)[N:50]=[C:49]([O:51][CH2:52][C:53]([F:56])([F:54])[F:55])[N:48]=2)=[CH:66][CH:65]=1)[C:71]([OH:73])=[O:72])=[O:76])([CH3:81])([CH3:80])[CH3:79]. (2) The product is: [CH3:8][O:9][C:10]1[N:11]([CH2:32][CH:33]2[CH2:38][CH2:37][O:36][CH2:35][CH2:34]2)[C:12]2[C:17]([N:18]=1)=[C:16]([NH2:19])[N:15]=[C:14]([O:20][CH2:21][CH2:22][O:23][CH3:24])[N:13]=2. Given the reactants FC(F)(F)C(O)=O.[CH3:8][O:9][C:10]1[NH:11][C:12]2[C:17]([N:18]=1)=[C:16]([NH2:19])[N:15]=[C:14]([O:20][CH2:21][CH2:22][O:23][CH3:24])[N:13]=2.C(=O)([O-])[O-].[K+].[K+].Br[CH2:32][CH:33]1[CH2:38][CH2:37][O:36][CH2:35][CH2:34]1, predict the reaction product.